Task: Predict the product of the given reaction.. Dataset: Forward reaction prediction with 1.9M reactions from USPTO patents (1976-2016) (1) The product is: [OH:16][CH2:15][CH2:14][C:11]1[CH:12]=[CH:13][C:8]([C:5]2[CH:4]=[CH:3][C:2](=[O:1])[NH:7][N:6]=2)=[CH:9][CH:10]=1. Given the reactants [O:1]=[C:2]1[NH:7][N:6]=[C:5]([C:8]2[CH:13]=[CH:12][C:11]([CH2:14][CH2:15][O:16]C(=O)C)=[CH:10][CH:9]=2)[CH:4]=[CH:3]1.C(=O)([O-])[O-].[K+].[K+], predict the reaction product. (2) The product is: [Br:1][C:2]1[CH:3]=[C:4]([N+:9]([O-:11])=[O:10])[CH:5]=[CH:6][C:7]=1[S:14][CH2:12][CH3:13]. Given the reactants [Br:1][C:2]1[CH:3]=[C:4]([N+:9]([O-:11])=[O:10])[CH:5]=[CH:6][C:7]=1F.[CH2:12]([SH:14])[CH3:13].C(=O)([O-])[O-].[K+].[K+], predict the reaction product. (3) Given the reactants [Cl:1][C:2]1[CH:7]=[C:6]([Cl:8])[CH:5]=[CH:4][C:3]=1[C:9]1[N:10]=[C:11]([C:14]2([C:17]3[CH:22]=[CH:21][C:20]([O:23][CH3:24])=[CH:19][CH:18]=3)[CH2:16][CH2:15]2)[NH:12][CH:13]=1.Br[CH2:26][C:27]1[CH:36]=[CH:35][C:30]([C:31]([O:33][CH3:34])=[O:32])=[CH:29][CH:28]=1, predict the reaction product. The product is: [CH3:34][O:33][C:31](=[O:32])[C:30]1[CH:35]=[CH:36][C:27]([CH2:26][N:12]2[CH:13]=[C:9]([C:3]3[CH:4]=[CH:5][C:6]([Cl:8])=[CH:7][C:2]=3[Cl:1])[N:10]=[C:11]2[C:14]2([C:17]3[CH:18]=[CH:19][C:20]([O:23][CH3:24])=[CH:21][CH:22]=3)[CH2:15][CH2:16]2)=[CH:28][CH:29]=1.